Dataset: Full USPTO retrosynthesis dataset with 1.9M reactions from patents (1976-2016). Task: Predict the reactants needed to synthesize the given product. (1) Given the product [CH:28]1[C:29]2[N:30]([C:3]3[CH:2]=[C:12]([C:13]([O:15][CH3:16])=[O:14])[C:11]([N:30]4[C:45]5[CH:31]=[CH:19][CH:20]=[CH:44][C:43]=5[C:46]5[C:29]4=[CH:28][CH:49]=[CH:48][CH:50]=5)=[CH:10][C:4]=3[C:5]([O:7][CH3:8])=[O:6])[C:31]3[C:23](=[CH:22][CH:21]=[CH:20][CH:19]=3)[C:24]=2[CH:25]=[CH:26][CH:27]=1, predict the reactants needed to synthesize it. The reactants are: Br[C:2]1[C:3](Br)=[C:4]([CH:10]=[CH:11][C:12]=1[C:13]([O:15][CH2:16]C)=[O:14])[C:5]([O:7][CH2:8]C)=[O:6].[CH:19]1[C:31]2[NH:30][C:29]3[C:24](=[CH:25][CH:26]=[CH:27][CH:28]=3)[C:23]=2[CH:22]=[CH:21][CH:20]=1.N#N.P([C:43]([CH3:46])([CH3:45])[CH3:44])([C:43]([CH3:46])([CH3:45])[CH3:44])[C:43]([CH3:46])([CH3:45])[CH3:44].C[C:48]([O-])([CH3:50])[CH3:49].[Na+]. (2) Given the product [Br:19][CH2:20][C:21]1[CH:26]=[CH:25][C:24]([CH2:27][O:14][C:13]2[CH:12]=[CH:11][C:10]([C:15](=[O:17])[CH3:16])=[C:9]([OH:18])[C:8]=2[Cl:7])=[CH:23][CH:22]=1, predict the reactants needed to synthesize it. The reactants are: C([O-])([O-])=O.[K+].[K+].[Cl:7][C:8]1[C:9]([OH:18])=[C:10]([C:15](=[O:17])[CH3:16])[CH:11]=[CH:12][C:13]=1[OH:14].[Br:19][CH2:20][C:21]1[CH:26]=[CH:25][C:24]([CH2:27]Br)=[CH:23][CH:22]=1.Cl. (3) Given the product [N+:3]([C:6]1[CH:7]=[C:8]([CH:10]=[CH:11][CH:12]=1)[NH:9][C:14]1[CH:15]=[CH:16][C:17]2[C:23](=[O:24])[C:22]3[CH:25]=[CH:26][CH:27]=[CH:28][C:21]=3[CH2:20][O:19][C:18]=2[CH:29]=1)([O-:5])=[O:4], predict the reactants needed to synthesize it. The reactants are: [H-].[Na+].[N+:3]([C:6]1[CH:7]=[C:8]([CH:10]=[CH:11][CH:12]=1)[NH2:9])([O-:5])=[O:4].F[C:14]1[CH:15]=[CH:16][C:17]2[C:23](=[O:24])[C:22]3[CH:25]=[CH:26][CH:27]=[CH:28][C:21]=3[CH2:20][O:19][C:18]=2[CH:29]=1. (4) Given the product [CH3:18][O:19][C:20]1[CH:26]=[C:25]([N:27]2[CH2:28][CH2:29][N:30]([CH3:33])[CH2:31][CH2:32]2)[CH:24]=[CH:23][C:21]=1[NH:22][C:2]1[CH:3]=[C:4]([NH:8][C:9]2[CH:14]=[CH:13][CH:12]=[C:11]([N+:15]([O-:17])=[O:16])[CH:10]=2)[N:5]=[CH:6][N:7]=1, predict the reactants needed to synthesize it. The reactants are: Cl[C:2]1[N:7]=[CH:6][N:5]=[C:4]([NH:8][C:9]2[CH:14]=[CH:13][CH:12]=[C:11]([N+:15]([O-:17])=[O:16])[CH:10]=2)[CH:3]=1.[CH3:18][O:19][C:20]1[CH:26]=[C:25]([N:27]2[CH2:32][CH2:31][N:30]([CH3:33])[CH2:29][CH2:28]2)[CH:24]=[CH:23][C:21]=1[NH2:22]. (5) Given the product [Cl:31][C:4]1[N:3]=[C:2]([O:37][CH2:36][CH:32]2[CH2:35][CH2:34][CH2:33]2)[C:7]2[N:8]([CH2:23][C@H:24]3[CH2:25][CH2:26][C@H:27]([CH3:30])[CH2:28][CH2:29]3)[C:9]([N:11]3[CH2:16][CH2:15][O:14][CH2:13][C@H:12]3[C:17]3[CH:22]=[CH:21][CH:20]=[CH:19][CH:18]=3)=[N:10][C:6]=2[CH:5]=1, predict the reactants needed to synthesize it. The reactants are: Cl[C:2]1[C:7]2[N:8]([CH2:23][C@H:24]3[CH2:29][CH2:28][C@H:27]([CH3:30])[CH2:26][CH2:25]3)[C:9]([N:11]3[CH2:16][CH2:15][O:14][CH2:13][C@H:12]3[C:17]3[CH:22]=[CH:21][CH:20]=[CH:19][CH:18]=3)=[N:10][C:6]=2[CH:5]=[C:4]([Cl:31])[N:3]=1.[CH:32]1([CH2:36][OH:37])[CH2:35][CH2:34][CH2:33]1.C([O-])([O-])=O.[Cs+].[Cs+].C1C=CC(P(C2C(C3C(P(C4C=CC=CC=4)C4C=CC=CC=4)=CC=C4C=3C=CC=C4)=C3C(C=CC=C3)=CC=2)C2C=CC=CC=2)=CC=1. (6) The reactants are: Br[C:2]1[CH:7]=[C:6]([C:8]2([C:19]3[CH:24]=[CH:23][N:22]=[C:21]([CH:25]4[CH2:27][CH2:26]4)[CH:20]=3)[C:16]3[C:11](=[C:12]([F:17])[CH:13]=[CH:14][CH:15]=3)[C:10]([NH2:18])=[N:9]2)[CH:5]=[CH:4][N:3]=1.[N:28]1[CH:33]=[C:32](B(O)O)[CH:31]=[N:30][CH:29]=1.C(=O)([O-])[O-].[Cs+].[Cs+]. Given the product [CH:25]1([C:21]2[CH:20]=[C:19]([C:8]3([C:6]4[CH:5]=[CH:4][N:3]=[C:2]([C:32]5[CH:33]=[N:28][CH:29]=[N:30][CH:31]=5)[CH:7]=4)[C:16]4[C:11](=[C:12]([F:17])[CH:13]=[CH:14][CH:15]=4)[C:10]([NH2:18])=[N:9]3)[CH:24]=[CH:23][N:22]=2)[CH2:27][CH2:26]1, predict the reactants needed to synthesize it.